This data is from Catalyst prediction with 721,799 reactions and 888 catalyst types from USPTO. The task is: Predict which catalyst facilitates the given reaction. (1) Reactant: [CH3:1][C:2]1[CH:10]=[CH:9][C:5]([C:6](Cl)=[O:7])=[CH:4][C:3]=1[C:11]([F:14])([F:13])[F:12].C(N(CC)CC)C.Cl.[CH3:23][NH:24][O:25][CH3:26]. Product: [CH3:26][O:25][N:24]([CH3:23])[C:6](=[O:7])[C:5]1[CH:9]=[CH:10][C:2]([CH3:1])=[C:3]([C:11]([F:14])([F:13])[F:12])[CH:4]=1. The catalyst class is: 4. (2) Reactant: [OH:1][CH:2]([C:6]1[CH:11]=[CH:10][C:9]([C:12]2[N:16]=[C:15]([C:17]3[O:21][N:20]=[C:19]([C:22]4[CH:27]=[CH:26][CH:25]=[CH:24][CH:23]=4)[C:18]=3[C:28]([F:31])([F:30])[F:29])[O:14][N:13]=2)=[CH:8][CH:7]=1)[C:3](O)=[O:4].CN1CCOCC1.[CH3:39][C:40]1[O:44][C:43]([CH2:45][NH2:46])=[N:42][N:41]=1.F[P-](F)(F)(F)(F)F.N1(O[P+](N(C)C)(N(C)C)N(C)C)C2C=CC=CC=2N=N1. Product: [OH:1][CH:2]([C:6]1[CH:11]=[CH:10][C:9]([C:12]2[N:16]=[C:15]([C:17]3[O:21][N:20]=[C:19]([C:22]4[CH:27]=[CH:26][CH:25]=[CH:24][CH:23]=4)[C:18]=3[C:28]([F:29])([F:31])[F:30])[O:14][N:13]=2)=[CH:8][CH:7]=1)[C:3]([NH:46][CH2:45][C:43]1[O:44][C:40]([CH3:39])=[N:41][N:42]=1)=[O:4]. The catalyst class is: 3. (3) Reactant: [CH3:1][O:2][C:3](=[O:25])[C:4]1[CH:9]=[CH:8][C:7]([NH:10][CH:11]([CH2:14][CH3:15])[CH2:12][CH3:13])=[C:6]([NH:16][C:17](=O)[CH2:18][C:19]2[S:20][CH:21]=[CH:22][CH:23]=2)[CH:5]=1.Cl. Product: [CH3:1][O:2][C:3]([C:4]1[CH:9]=[CH:8][C:7]2[N:10]([CH:11]([CH2:14][CH3:15])[CH2:12][CH3:13])[C:17]([CH2:18][C:19]3[S:20][CH:21]=[CH:22][CH:23]=3)=[N:16][C:6]=2[CH:5]=1)=[O:25]. The catalyst class is: 12. (4) Reactant: [C:1]1([S:7]([N:10]2[C:14]3=[N:15][CH:16]=[C:17]([CH2:19][CH:20]4[CH2:24][O:23][C:22]([CH3:26])([CH3:25])[O:21]4)[CH:18]=[C:13]3[CH:12]=[C:11]2[C:27](=[O:34])[CH2:28][CH:29]2[CH2:33][CH2:32][CH2:31][CH2:30]2)(=[O:9])=[O:8])[CH:6]=[CH:5][CH:4]=[CH:3][CH:2]=1.[CH3:35][Si]([N-][Si](C)(C)C)(C)C.[Li+].[C:45]1([CH3:65])[CH:50]=[CH:49][C:48]([S:51](O[S:51]([C:48]2[CH:49]=[CH:50][C:45]([CH3:65])=[CH:46][CH:47]=2)(=[O:53])=[O:52])(=[O:53])=[O:52])=[CH:47][CH:46]=1. Product: [C:1]1([S:7]([N:10]2[C:14]3=[N:15][CH:16]=[C:17]([CH2:19][CH:20]([O:21][C:22]([O:23][CH3:24])([CH3:25])[CH3:26])[CH3:35])[CH:18]=[C:13]3[CH:12]=[C:11]2[C:27]([O:34][S:51]([C:48]2[CH:49]=[CH:50][C:45]([CH3:65])=[CH:46][CH:47]=2)(=[O:52])=[O:53])=[CH:28][CH:29]2[CH2:30][CH2:31][CH2:32][CH2:33]2)(=[O:9])=[O:8])[CH:6]=[CH:5][CH:4]=[CH:3][CH:2]=1. The catalyst class is: 7. (5) Reactant: [CH2:1]([C:4]1[C:9]2[O:10][C@@H:11]([CH2:14][OH:15])[CH2:12][O:13][C:8]=2[CH:7]=[CH:6][C:5]=1[O:16][CH2:17][C:18]1[CH:23]=[CH:22][CH:21]=[CH:20][CH:19]=1)[CH:2]=[CH2:3].C(N(CC)C(C)C)(C)C.[C:33]1([CH3:43])[CH:38]=[CH:37][C:36]([S:39](Cl)(=[O:41])=[O:40])=[CH:35][CH:34]=1. Product: [CH3:43][C:33]1[CH:38]=[CH:37][C:36]([S:39]([O:15][CH2:14][CH:11]2[O:10][C:9]3[C:4]([CH2:1][CH:2]=[CH2:3])=[C:5]([O:16][CH2:17][C:18]4[CH:23]=[CH:22][CH:21]=[CH:20][CH:19]=4)[CH:6]=[CH:7][C:8]=3[O:13][CH2:12]2)(=[O:41])=[O:40])=[CH:35][CH:34]=1. The catalyst class is: 172.